This data is from Full USPTO retrosynthesis dataset with 1.9M reactions from patents (1976-2016). The task is: Predict the reactants needed to synthesize the given product. (1) Given the product [Br:2][C:3]1[CH:4]=[C:5]2[C:10](=[N:11][CH:12]=1)[N:9]([C@H:13]1[CH2:18][CH2:17][CH2:16][N:15]([CH2:33][CH2:34][N:35]3[CH2:40][CH2:39][O:38][CH2:37][CH2:36]3)[CH2:14]1)[CH:8]=[C:7]([C:19]([O:21][CH2:22][CH3:23])=[O:20])[C:6]2=[O:24], predict the reactants needed to synthesize it. The reactants are: Cl.[Br:2][C:3]1[CH:4]=[C:5]2[C:10](=[N:11][CH:12]=1)[N:9]([C@H:13]1[CH2:18][CH2:17][CH2:16][NH:15][CH2:14]1)[CH:8]=[C:7]([C:19]([O:21][CH2:22][CH3:23])=[O:20])[C:6]2=[O:24].C([O-])([O-])=O.[K+].[K+].Cl.Br[CH2:33][CH2:34][N:35]1[CH2:40][CH2:39][O:38][CH2:37][CH2:36]1. (2) Given the product [F:18][C:19]1[CH:26]=[C:25]([F:27])[CH:24]=[CH:23][C:20]=1[CH2:21][N:12]1[C:13]([CH3:17])([CH3:16])[C:14](=[O:15])[N:11]1[CH:2]1[CH:3]2[CH2:4][CH:5]3[CH2:6][CH:7]([CH2:8][CH:1]1[CH2:10]3)[CH2:9]2, predict the reactants needed to synthesize it. The reactants are: [CH:1]12[CH2:10][CH:5]3[CH2:6][CH:7]([CH2:9][CH:3]([CH2:4]3)[CH:2]1[N:11]1[C:14](=[O:15])[C:13]([CH3:17])([CH3:16])[NH:12]1)[CH2:8]2.[F:18][C:19]1[CH:26]=[C:25]([F:27])[CH:24]=[CH:23][C:20]=1[CH2:21]Br. (3) Given the product [CH3:16][S:17]([O:15][CH2:14][C@H:10]1[CH2:11][CH2:12][CH2:13][N:8]([C:6]([O:5][C:1]([CH3:4])([CH3:3])[CH3:2])=[O:7])[CH2:9]1)(=[O:19])=[O:18], predict the reactants needed to synthesize it. The reactants are: [C:1]([O:5][C:6]([N:8]1[CH2:13][CH2:12][CH2:11][C@H:10]([CH2:14][OH:15])[CH2:9]1)=[O:7])([CH3:4])([CH3:3])[CH3:2].[CH3:16][S:17](Cl)(=[O:19])=[O:18]. (4) Given the product [Cl:19][C:7]1[CH:8]=[CH:9][C:10]2[NH:11][C:12]3[C:17]([C:18]=2[C:6]=1[O:5][CH2:4][C@@H:2]1[CH2:3][O:1]1)=[CH:16][CH:15]=[CH:14][CH:13]=3, predict the reactants needed to synthesize it. The reactants are: [O:1]1[CH2:3][C@H:2]1[CH2:4][O:5][C:6]1[C:18]2[C:17]3[C:12](=[CH:13][CH:14]=[CH:15][CH:16]=3)[NH:11][C:10]=2[CH:9]=[CH:8][CH:7]=1.[Cl:19]N1C(=O)CCC1=O. (5) Given the product [CH3:4][C:5]1[CH:29]=[C:28]([C:30]([N:32]2[CH2:38][CH2:37][CH2:36][CH2:35][C:34]3[CH:39]=[CH:40][CH:41]=[CH:42][C:33]2=3)=[O:31])[CH:27]=[CH:26][C:6]=1[CH2:7][NH:8][C:9]([N:11]1[C:20]2[C:15](=[CH:16][CH:17]=[CH:18][C:19]=2[F:21])[N:14]([CH2:22][CH2:23][NH:46][CH3:43])[C:13](=[O:25])[CH2:12]1)=[O:10], predict the reactants needed to synthesize it. The reactants are: Cl.CN.[CH3:4][C:5]1[CH:29]=[C:28]([C:30]([N:32]2[CH2:38][CH2:37][CH2:36][CH2:35][C:34]3[CH:39]=[CH:40][CH:41]=[CH:42][C:33]2=3)=[O:31])[CH:27]=[CH:26][C:6]=1[CH2:7][NH:8][C:9]([N:11]1[C:20]2[C:15](=[CH:16][CH:17]=[CH:18][C:19]=2[F:21])[N:14]([CH2:22][CH:23]=O)[C:13](=[O:25])[CH2:12]1)=[O:10].[CH:43]([N:46](C(C)C)CC)(C)C.C([BH3-])#N.[Na+]. (6) Given the product [CH3:8][C:5]1[CH:4]=[CH:3][C:2]([B:9]2[O:13][C:12]([CH3:15])([CH3:14])[C:11]([CH3:17])([CH3:16])[O:10]2)=[CH:7][N:6]=1, predict the reactants needed to synthesize it. The reactants are: Br[C:2]1[CH:3]=[CH:4][C:5]([CH3:8])=[N:6][CH:7]=1.[B:9]1([B:9]2[O:13][C:12]([CH3:15])([CH3:14])[C:11]([CH3:17])([CH3:16])[O:10]2)[O:13][C:12]([CH3:15])([CH3:14])[C:11]([CH3:17])([CH3:16])[O:10]1.CC([O-])=O.[K+].CCOC(C)=O. (7) Given the product [NH2:1][C:2]1[C:7]([F:8])=[C:6]([CH2:9][CH3:10])[N:5]=[C:4]([C:11]([O:13][CH3:14])=[O:12])[C:3]=1[Cl:15], predict the reactants needed to synthesize it. The reactants are: [NH2:1][C:2]1[C:7]([F:8])=[C:6]([CH:9]=[CH2:10])[N:5]=[C:4]([C:11]([O:13][CH3:14])=[O:12])[C:3]=1[Cl:15]. (8) The reactants are: Br[CH2:2][C:3]1[C:11]2[O:10][C:9]([C:12]3[CH:17]=[CH:16][C:15]([OH:18])=[CH:14][CH:13]=3)=[CH:8][C:7]=2[CH:6]=[C:5]([OH:19])[CH:4]=1.[C-:20]#[N:21].[K+].C1OCCOCCOCCOCCOCCOC1.O. Given the product [OH:19][C:5]1[CH:4]=[C:3]([CH2:2][C:20]#[N:21])[C:11]2[O:10][C:9]([C:12]3[CH:17]=[CH:16][C:15]([OH:18])=[CH:14][CH:13]=3)=[CH:8][C:7]=2[CH:6]=1, predict the reactants needed to synthesize it.